The task is: Regression. Given two drug SMILES strings and cell line genomic features, predict the synergy score measuring deviation from expected non-interaction effect.. This data is from NCI-60 drug combinations with 297,098 pairs across 59 cell lines. (1) Drug 1: C1CN1P(=S)(N2CC2)N3CC3. Drug 2: C1CC(=O)NC(=O)C1N2C(=O)C3=CC=CC=C3C2=O. Cell line: BT-549. Synergy scores: CSS=13.7, Synergy_ZIP=-4.12, Synergy_Bliss=-3.31, Synergy_Loewe=-6.50, Synergy_HSA=-1.79. (2) Drug 1: CCN(CC)CCNC(=O)C1=C(NC(=C1C)C=C2C3=C(C=CC(=C3)F)NC2=O)C. Drug 2: C1CN1C2=NC(=NC(=N2)N3CC3)N4CC4. Cell line: A498. Synergy scores: CSS=26.7, Synergy_ZIP=-5.08, Synergy_Bliss=-2.54, Synergy_Loewe=-6.02, Synergy_HSA=-2.71. (3) Drug 1: C1CC(=O)NC(=O)C1N2C(=O)C3=CC=CC=C3C2=O. Drug 2: CC1C(C(CC(O1)OC2CC(CC3=C2C(=C4C(=C3O)C(=O)C5=C(C4=O)C(=CC=C5)OC)O)(C(=O)CO)O)N)O.Cl. Cell line: NCI-H226. Synergy scores: CSS=48.7, Synergy_ZIP=2.84, Synergy_Bliss=4.71, Synergy_Loewe=-33.8, Synergy_HSA=4.45. (4) Drug 1: C1=CC(=CC=C1CC(C(=O)O)N)N(CCCl)CCCl.Cl. Drug 2: CCCCCOC(=O)NC1=NC(=O)N(C=C1F)C2C(C(C(O2)C)O)O. Cell line: UACC62. Synergy scores: CSS=6.69, Synergy_ZIP=-2.30, Synergy_Bliss=-0.315, Synergy_Loewe=-12.1, Synergy_HSA=-0.728.